From a dataset of Catalyst prediction with 721,799 reactions and 888 catalyst types from USPTO. Predict which catalyst facilitates the given reaction. (1) Reactant: [Cl:1][C:2]1[CH:17]=[CH:16][C:5]([C:6]([NH:8][NH:9][C:10]([NH:12][CH:13]2[CH2:15][CH2:14]2)=[O:11])=O)=[CH:4][CH:3]=1.Cl. Product: [Cl:1][C:2]1[CH:17]=[CH:16][C:5]([C:6]2[N:12]([CH:13]3[CH2:15][CH2:14]3)[C:10](=[O:11])[NH:9][N:8]=2)=[CH:4][CH:3]=1. The catalyst class is: 74. (2) Reactant: [N:1]([C:4]1[CH:9]=[CH:8][C:7]([CH3:10])=[C:6]([N+:11]([O-:13])=[O:12])[CH:5]=1)=[C:2]=[S:3].[CH3:14][C:15]1[CH:21]=[C:20]([CH3:22])[CH:19]=[C:18]([CH3:23])[C:16]=1[NH2:17]. Product: [C:15]1([CH3:14])[CH:21]=[C:20]([CH3:22])[CH:19]=[C:18]([CH3:23])[C:16]=1[NH:17][C:2](=[S:3])[NH:1][C:4]1[CH:9]=[CH:8][C:7]([CH3:10])=[C:6]([N+:11]([O-:13])=[O:12])[CH:5]=1. The catalyst class is: 5. (3) Reactant: [F:1][C:2]([F:20])([F:19])[S:3]([O:6][C:7]1[C:12]2[CH:13]=[C:14]([CH2:16][CH2:17][OH:18])[O:15][C:11]=2[CH:10]=[CH:9][CH:8]=1)(=[O:5])=[O:4].[CH3:21][S:22](Cl)(=[O:24])=[O:23].C(N(CC)CC)C. Product: [F:20][C:2]([F:1])([F:19])[S:3]([O:6][C:7]1[C:12]2[CH:13]=[C:14]([CH2:16][CH2:17][O:18][S:22]([CH3:21])(=[O:24])=[O:23])[O:15][C:11]=2[CH:10]=[CH:9][CH:8]=1)(=[O:4])=[O:5]. The catalyst class is: 2. (4) Reactant: Cl[C:2]1[CH:7]=[C:6]([C:8]2[CH:16]=[CH:15][CH:14]=[C:13]3[C:9]=2[CH:10]=[N:11][NH:12]3)[N:5]=[C:4]2[N:17]([CH3:20])[N:18]=[CH:19][C:3]=12.[OH:21][C:22]1[CH:30]=[CH:29][C:25]([C:26]([NH2:28])=[O:27])=[CH:24][CH:23]=1.C(=O)([O-])[O-].[K+].[K+]. Product: [NH:12]1[C:13]2[C:9](=[C:8]([C:6]3[N:5]=[C:4]4[N:17]([CH3:20])[N:18]=[CH:19][C:3]4=[C:2]([O:21][C:22]4[CH:30]=[CH:29][C:25]([C:26]([NH2:28])=[O:27])=[CH:24][CH:23]=4)[CH:7]=3)[CH:16]=[CH:15][CH:14]=2)[CH:10]=[N:11]1. The catalyst class is: 39. (5) Reactant: [F:1][C:2]([F:22])([F:21])[C:3]1[O:7][C:6]([C:8]2[CH:13]=[CH:12][C:11]([C:14]([F:17])([F:16])[F:15])=[CH:10][CH:9]=2)=[N:5][C:4]=1[C:18](O)=[O:19].CCN=C=NCCCN(C)C.Cl.[NH2:35][C:36]1[CH:41]=[C:40]([Cl:42])[CH:39]=[CH:38][C:37]=1[C:43]1[NH:47][C:46](=[O:48])[O:45][N:44]=1. Product: [Cl:42][C:40]1[CH:39]=[CH:38][C:37]([C:43]2[NH:47][C:46](=[O:48])[O:45][N:44]=2)=[C:36]([NH:35][C:18]([C:4]2[N:5]=[C:6]([C:8]3[CH:9]=[CH:10][C:11]([C:14]([F:16])([F:15])[F:17])=[CH:12][CH:13]=3)[O:7][C:3]=2[C:2]([F:1])([F:21])[F:22])=[O:19])[CH:41]=1. The catalyst class is: 64. (6) Reactant: [NH:1]1[CH2:6][CH2:5][CH:4]([NH:7][C:8](=[O:14])[O:9][C:10]([CH3:13])([CH3:12])[CH3:11])[CH2:3][CH2:2]1.Br[CH2:16][CH2:17][F:18].[H-].[Na+]. Product: [F:18][CH2:17][CH2:16][N:1]1[CH2:2][CH2:3][CH:4]([NH:7][C:8](=[O:14])[O:9][C:10]([CH3:11])([CH3:13])[CH3:12])[CH2:5][CH2:6]1. The catalyst class is: 173. (7) Reactant: [F:1][C:2]1[CH:18]=[CH:17][CH:16]=[C:15]([N+:19]([O-:21])=[O:20])[C:3]=1[C:4](Cl)=[N:5][C:6]1[C:11]([F:12])=[CH:10][N:9]=[CH:8][C:7]=1F.NC(N)=[S:24].N1C=CC=CC=1.CCN(CC)CC. Product: [F:1][C:2]1[CH:18]=[CH:17][CH:16]=[C:15]([N+:19]([O-:21])=[O:20])[C:3]=1[C:4]1[S:24][C:7]2[CH:8]=[N:9][CH:10]=[C:11]([F:12])[C:6]=2[N:5]=1. The catalyst class is: 32.